Dataset: Reaction yield outcomes from USPTO patents with 853,638 reactions. Task: Predict the reaction yield, written as a fraction of the theoretical maximum amount of product (1.0 means a 100% yield; for example, 0.34 means a 34% yield). (1) The reactants are [NH2:1][C:2]1[CH:25]=[CH:24][C:5]([O:6][C:7]2[C:16]3[C:11](=[CH:12][C:13]([O:19][CH2:20][CH2:21][O:22][CH3:23])=[C:14]([C:17]#[N:18])[CH:15]=3)[N:10]=[CH:9][CH:8]=2)=[CH:4][C:3]=1[F:26].[CH3:27][S:28]([C:31]1[CH:32]=[C:33]([NH:37][C:38](=O)[O:39]C2C=CC=CC=2)[CH:34]=[CH:35][CH:36]=1)(=[O:30])=[O:29].C1(C)C=CC=CC=1.C(N(C(C)C)CC)(C)C. The catalyst is C(OCC)(=O)C. The product is [C:17]([C:14]1[CH:15]=[C:16]2[C:11](=[CH:12][C:13]=1[O:19][CH2:20][CH2:21][O:22][CH3:23])[N:10]=[CH:9][CH:8]=[C:7]2[O:6][C:5]1[CH:24]=[CH:25][C:2]([NH:1][C:38]([NH:37][C:33]2[CH:34]=[CH:35][CH:36]=[C:31]([S:28]([CH3:27])(=[O:30])=[O:29])[CH:32]=2)=[O:39])=[C:3]([F:26])[CH:4]=1)#[N:18]. The yield is 0.0800. (2) The reactants are [Cl:1][C:2]1[N:6]=[CH:5][NH:4][N:3]=1.Cl[C:8]1[CH:13]=[CH:12][C:11]([N+:14]([O-:16])=[O:15])=[CH:10][C:9]=1[O:17]C.[OH-].[K+].CS(C)=O. The catalyst is O. The product is [Cl:1][C:2]1[N:6]=[CH:5][N:4]([C:8]2[CH:13]=[CH:12][C:11]([N+:14]([O-:16])=[O:15])=[CH:10][C:9]=2[OH:17])[N:3]=1. The yield is 0.144. (3) The reactants are [OH-].[Na+].C1COCC1.[OH:8][CH2:9][C:10]1[S:11][C:12]2[C:18]([C:19]3[CH:20]=[C:21]([CH:27]=[CH:28][CH:29]=3)[C:22]([O:24]CC)=[O:23])=[CH:17][CH:16]=[CH:15][C:13]=2[CH:14]=1.Cl. The catalyst is O.C(O)C. The product is [OH:8][CH2:9][C:10]1[S:11][C:12]2[C:18]([C:19]3[CH:20]=[C:21]([CH:27]=[CH:28][CH:29]=3)[C:22]([OH:24])=[O:23])=[CH:17][CH:16]=[CH:15][C:13]=2[CH:14]=1. The yield is 0.990. (4) The reactants are [Br:1][C:2]1[CH:9]=[C:8]([O:10][CH3:11])[C:7]([O:12][CH3:13])=[CH:6][C:3]=1[CH:4]=[O:5].[CH2:14](O)[CH2:15][OH:16].C(=O)(O)[O-].[Na+]. The catalyst is C1C=CC=CC=1.O.C1(C)C=CC(S(O)(=O)=O)=CC=1. The product is [Br:1][C:2]1[CH:9]=[C:8]([O:10][CH3:11])[C:7]([O:12][CH3:13])=[CH:6][C:3]=1[CH:4]1[O:16][CH2:15][CH2:14][O:5]1. The yield is 0.990. (5) The reactants are C([O:3][C:4](=[O:38])[CH2:5][N:6]([S:29]([N:32]1[CH2:37][CH2:36][O:35][CH2:34][CH2:33]1)(=[O:31])=[O:30])[CH2:7][C:8]1[CH:13]=[CH:12][CH:11]=[C:10]([O:14][CH2:15][C:16]2[N:17]=[C:18]([C:22]3[CH:27]=[CH:26][C:25]([CH3:28])=[CH:24][CH:23]=3)[O:19][C:20]=2[CH3:21])[CH:9]=1)C.O.[OH-].[Li+]. No catalyst specified. The product is [N:32]1([S:29]([N:6]([CH2:5][C:4]([OH:38])=[O:3])[CH2:7][C:8]2[CH:13]=[CH:12][CH:11]=[C:10]([O:14][CH2:15][C:16]3[N:17]=[C:18]([C:22]4[CH:23]=[CH:24][C:25]([CH3:28])=[CH:26][CH:27]=4)[O:19][C:20]=3[CH3:21])[CH:9]=2)(=[O:30])=[O:31])[CH2:37][CH2:36][O:35][CH2:34][CH2:33]1. The yield is 0.990. (6) The reactants are [C:1]([O:5][C:6](=[O:22])[C@@H:7]([NH:11][CH2:12][C:13]1[CH:18]=[CH:17][CH:16]=[CH:15][C:14]=1[N+:19]([O-])=O)[CH:8]([CH3:10])[CH3:9])([CH3:4])([CH3:3])[CH3:2]. The catalyst is CCO.[Ni]. The product is [C:1]([O:5][C:6](=[O:22])[C@@H:7]([NH:11][CH2:12][C:13]1[CH:18]=[CH:17][CH:16]=[CH:15][C:14]=1[NH2:19])[CH:8]([CH3:10])[CH3:9])([CH3:3])([CH3:4])[CH3:2]. The yield is 1.00. (7) The reactants are [Cl-].O[NH3+:3].[C:4](=[O:7])([O-])[OH:5].[Na+].CS(C)=O.[CH2:13]([C:17]1[N:22]2[N:23]=[C:24]([CH3:26])[N:25]=[C:21]2[N:20]([CH:27]2[CH2:32][CH2:31][O:30][CH2:29][CH2:28]2)[C:19](=[O:33])[C:18]=1[CH2:34][C:35]1[CH:40]=[CH:39][C:38]([C:41]2[C:42]([C:47]#[N:48])=[CH:43][CH:44]=[CH:45][CH:46]=2)=[CH:37][CH:36]=1)[CH2:14][CH2:15][CH3:16]. The catalyst is C(OCC)(=O)C. The product is [CH2:13]([C:17]1[N:22]2[N:23]=[C:24]([CH3:26])[N:25]=[C:21]2[N:20]([CH:27]2[CH2:28][CH2:29][O:30][CH2:31][CH2:32]2)[C:19](=[O:33])[C:18]=1[CH2:34][C:35]1[CH:36]=[CH:37][C:38]([C:41]2[CH:46]=[CH:45][CH:44]=[CH:43][C:42]=2[C:47]2[NH:3][C:4](=[O:7])[O:5][N:48]=2)=[CH:39][CH:40]=1)[CH2:14][CH2:15][CH3:16]. The yield is 0.520.